Dataset: Full USPTO retrosynthesis dataset with 1.9M reactions from patents (1976-2016). Task: Predict the reactants needed to synthesize the given product. (1) Given the product [CH2:31]([N:13]([CH2:11][CH3:12])[C:14]([C:16]1[CH:17]=[CH:18][C:19]2[C:20](=[C:8]3[CH2:10][CH:3]4[N:2]([CH3:1])[CH:6]([CH2:5][CH2:4]4)[CH2:7]3)[C:21]3[C:26]([O:27][C:28]=2[CH:29]=1)=[CH:25][CH:24]=[CH:23][CH:22]=3)=[O:15])[CH3:32], predict the reactants needed to synthesize it. The reactants are: [CH3:1][N:2]1[CH:6]2[CH2:7][C:8]([CH2:10][CH:3]1[CH2:4][CH2:5]2)=O.[CH2:11]([N:13]([CH2:31][CH3:32])[C:14]([C:16]1[CH:17]=[CH:18][C:19]2[C:20](=O)[C:21]3[C:26]([O:27][C:28]=2[CH:29]=1)=[CH:25][CH:24]=[CH:23][CH:22]=3)=[O:15])[CH3:12]. (2) Given the product [Cl:47][C:2]([Cl:1])([Cl:46])[CH2:3][O:4][C:5]([C@@H:7]1[CH2:12][CH2:11][CH2:10][N:9]([C:13](=[O:45])[C@@H:14]([NH:30][C:31](=[O:44])[C@@H:32]([NH2:36])[CH:33]([CH3:35])[CH3:34])[CH2:15][C:16]2[CH:21]=[CH:20][CH:19]=[C:18]([O:22][Si:23]([C:26]([CH3:27])([CH3:28])[CH3:29])([CH3:25])[CH3:24])[CH:17]=2)[NH:8]1)=[O:6], predict the reactants needed to synthesize it. The reactants are: [Cl:1][C:2]([Cl:47])([Cl:46])[CH2:3][O:4][C:5]([C@@H:7]1[CH2:12][CH2:11][CH2:10][N:9]([C:13](=[O:45])[C@@H:14]([NH:30][C:31](=[O:44])[C@@H:32]([NH:36]C(OC(C)(C)C)=O)[CH:33]([CH3:35])[CH3:34])[CH2:15][C:16]2[CH:21]=[CH:20][CH:19]=[C:18]([O:22][Si:23]([C:26]([CH3:29])([CH3:28])[CH3:27])([CH3:25])[CH3:24])[CH:17]=2)[NH:8]1)=[O:6].FC(F)(F)S(O[Si](C)(C)C)(=O)=O.C(N(CC)C(C)C)(C)C. (3) Given the product [C:15]([C:9]1[NH:10][C:11]2[C:7]([CH:8]=1)=[C:6]([O:5][CH2:4][CH:2]([OH:1])[CH2:3][N:30]1[CH2:31][CH:32]3[CH2:34][CH:28]([CH2:27][N:26]([C:24]([NH:23][C:17]4[CH:22]=[CH:21][CH:20]=[CH:19][CH:18]=4)=[O:25])[CH2:33]3)[CH2:29]1)[CH:14]=[CH:13][CH:12]=2)#[N:16], predict the reactants needed to synthesize it. The reactants are: [O:1]1[CH2:3][CH:2]1[CH2:4][O:5][C:6]1[CH:14]=[CH:13][CH:12]=[C:11]2[C:7]=1[CH:8]=[C:9]([C:15]#[N:16])[NH:10]2.[C:17]1([NH:23][C:24]([N:26]2[CH2:33][CH:32]3[CH2:34][CH:28]([CH2:29][NH:30][CH2:31]3)[CH2:27]2)=[O:25])[CH:22]=[CH:21][CH:20]=[CH:19][CH:18]=1.O. (4) Given the product [Cl:31][C:29]1[CH:30]=[C:9]([OH:8])[CH:10]=[C:11]([Cl:32])[C:12]=1[CH2:13][C@@H:14]1[CH2:18][CH2:17][N:16]([CH:19]2[C:27]3[NH:26][N:25]=[CH:24][C:23]=3[CH2:22][CH2:21][CH2:20]2)[C:15]1=[O:28], predict the reactants needed to synthesize it. The reactants are: C([O:8][C:9]1[CH:30]=[C:29]([Cl:31])[C:12]([CH2:13][C@@H:14]2[CH2:18][CH2:17][N:16]([CH:19]3[C:27]4[NH:26][N:25]=[CH:24][C:23]=4[CH2:22][CH2:21][CH2:20]3)[C:15]2=[O:28])=[C:11]([Cl:32])[CH:10]=1)C1C=CC=CC=1.CS(O)(=O)=O. (5) Given the product [CH2:1]([CH:8]([NH:31][C:32]([C:34]1[CH:43]=[N:42][C:41]2[C:36](=[CH:37][CH:38]=[CH:39][CH:40]=2)[N:35]=1)=[O:33])[CH:9]([OH:23])[CH2:10][CH:11]([C:18]1[O:19][CH:20]=[CH:21][N:22]=1)[CH2:12][CH2:13][C:14]([F:17])([CH3:16])[CH3:15])[C:2]1[CH:7]=[CH:6][CH:5]=[CH:4][CH:3]=1, predict the reactants needed to synthesize it. The reactants are: [CH2:1]([CH:8]([NH:31][C:32]([C:34]1[CH:43]=[N:42][C:41]2[C:36](=[CH:37][CH:38]=[CH:39][CH:40]=2)[N:35]=1)=[O:33])[CH:9]([O:23][Si](C(C)(C)C)(C)C)[CH2:10][CH:11]([C:18]1[O:19][CH:20]=[CH:21][N:22]=1)[CH2:12][CH2:13][C:14]([F:17])([CH3:16])[CH3:15])[C:2]1[CH:7]=[CH:6][CH:5]=[CH:4][CH:3]=1. (6) Given the product [CH2:40]([NH:42][C:4]([C:6]1[C:7](=[O:39])[C:8]2[CH:13]=[N:12][C:11]([NH:14][C:15]3[CH:20]=[CH:19][C:18]([N:21]4[CH2:26][CH2:25][N:24]([CH3:27])[CH2:23][CH2:22]4)=[CH:17][CH:16]=3)=[N:10][C:9]=2[N:28]([C:30]2[CH:31]=[C:32]3[C:36](=[CH:37][CH:38]=2)[CH2:35][CH2:34][CH2:33]3)[CH:29]=1)=[O:3])[CH3:41], predict the reactants needed to synthesize it. The reactants are: C([O:3][C:4]([C:6]1[C:7](=[O:39])[C:8]2[CH:13]=[N:12][C:11]([NH:14][C:15]3[CH:20]=[CH:19][C:18]([N:21]4[CH2:26][CH2:25][N:24]([CH3:27])[CH2:23][CH2:22]4)=[CH:17][CH:16]=3)=[N:10][C:9]=2[N:28]([C:30]2[CH:31]=[C:32]3[C:36](=[CH:37][CH:38]=2)[CH2:35][CH2:34][CH2:33]3)[CH:29]=1)=O)C.[CH2:40]([NH2:42])[CH3:41]. (7) Given the product [F:1][C:2]1[CH:3]=[C:4]([I:25])[CH:5]=[CH:6][C:7]=1[O:8][C:9]1[CH:14]=[CH:13][CH:12]=[CH:11][CH:10]=1, predict the reactants needed to synthesize it. The reactants are: [F:1][C:2]1[CH:3]=[C:4](N)[CH:5]=[CH:6][C:7]=1[O:8][C:9]1[CH:14]=[CH:13][CH:12]=[CH:11][CH:10]=1.S(=O)(=O)(O)O.N([O-])=O.[Na+].[I-:25].[Na+]. (8) Given the product [CH:7]([S:11]([NH:14][C:15](=[O:25])[C:16]1[CH:21]=[C:20]([F:22])[C:19]([O:35][C:29]2[CH:30]=[N:31][C:32]([O:33][CH3:34])=[C:27]([Cl:26])[CH:28]=2)=[CH:18][C:17]=1[F:24])(=[O:13])=[O:12])([CH2:9][CH3:10])[CH3:8], predict the reactants needed to synthesize it. The reactants are: C(=O)([O-])[O-].[K+].[K+].[CH:7]([S:11]([NH:14][C:15](=[O:25])[C:16]1[CH:21]=[C:20]([F:22])[C:19](F)=[CH:18][C:17]=1[F:24])(=[O:13])=[O:12])([CH2:9][CH3:10])[CH3:8].[Cl:26][C:27]1[CH:28]=[C:29]([OH:35])[CH:30]=[N:31][C:32]=1[O:33][CH3:34].